From a dataset of Full USPTO retrosynthesis dataset with 1.9M reactions from patents (1976-2016). Predict the reactants needed to synthesize the given product. (1) Given the product [OH:21][C:4]1[CH:3]=[C:14]2[C:20]([CH2:19][N:15]([C:16]3[CH:17]=[C:5]4[C:10](=[CH:9][CH:18]=3)[N:2]([CH3:1])[CH:3]=[CH:4]4)[C:12]2=[O:23])=[CH:10][CH:5]=1, predict the reactants needed to synthesize it. The reactants are: [CH3:1][N:2]1[C:10]2[C:5](=CC(N)=C[CH:9]=2)[CH:4]=[CH:3]1.[CH:12]([N:15]([CH2:19][CH3:20])[CH:16]([CH3:18])[CH3:17])([CH3:14])C.[OH-:21].[Li+].[OH2:23]. (2) Given the product [Cl:1][C:2]1[CH:7]=[CH:6][C:5]([C@H:8]([NH:16][CH:17]([CH3:35])[CH2:18][C:19]([OH:20])=[O:44])[CH2:9][CH:10]2[CH2:11][CH2:12][O:13][CH2:14][CH2:15]2)=[C:4]([F:36])[C:3]=1[O:37][C:38]1[CH:43]=[CH:42][CH:41]=[CH:40][CH:39]=1, predict the reactants needed to synthesize it. The reactants are: [Cl:1][C:2]1[CH:7]=[CH:6][C:5]([C@H:8]([NH:16][CH:17]([CH3:35])[CH2:18][C:19](N2[C@@H]3C[C@@H]4C(C)(C)[C@]3(CC4)CS2(=O)=O)=[O:20])[CH2:9][CH:10]2[CH2:15][CH2:14][O:13][CH2:12][CH2:11]2)=[C:4]([F:36])[C:3]=1[O:37][C:38]1[CH:43]=[CH:42][CH:41]=[CH:40][CH:39]=1.[OH-:44].[Li+]. (3) Given the product [NH2:16][C:12]1[CH:11]=[C:10]([C:7]2[CH:8]=[CH:9][C:4]([CH:2]=[O:3])=[CH:5][CH:6]=2)[CH:15]=[CH:14][N:13]=1, predict the reactants needed to synthesize it. The reactants are: Cl.[CH:2]([C:4]1[CH:9]=[CH:8][C:7]([C:10]2[CH:15]=[CH:14][N:13]=[C:12]([NH:16]C(=O)OC(C)(C)C)[CH:11]=2)=[CH:6][CH:5]=1)=[O:3]. (4) Given the product [F:15][C:16]1[CH:26]=[CH:25][C:24]([F:27])=[C:18]2[C:17]=1[C:22](=[O:21])[N:1]([CH2:2][CH:3]([C:9]1([CH3:14])[O:10][CH2:11][CH2:12][O:13]1)[C:4]([O:6][CH2:7][CH3:8])=[O:5])[C:19]2=[O:20], predict the reactants needed to synthesize it. The reactants are: [NH2:1][CH2:2][CH:3]([C:9]1([CH3:14])[O:13][CH2:12][CH2:11][O:10]1)[C:4]([O:6][CH2:7][CH3:8])=[O:5].[F:15][C:16]1[CH:26]=[CH:25][C:24]([F:27])=[C:18]2[C:19]([O:21][C:22](=O)[C:17]=12)=[O:20]. (5) Given the product [CH2:1]1[CH:12]2[CH:4]([NH:5][C:6]3[C:7]([C:13]([NH:15][C@@H:16]([CH2:21][OH:22])[C:17]([OH:19])=[O:18])=[O:14])=[CH:8][CH:9]=[CH:10][C:11]=32)[CH2:3][CH2:2]1, predict the reactants needed to synthesize it. The reactants are: [CH2:1]1[CH:12]2[CH:4]([NH:5][C:6]3[C:7]([C:13]([NH:15][C@@H:16]([CH2:21][OH:22])[C:17]([O:19]C)=[O:18])=[O:14])=[CH:8][CH:9]=[CH:10][C:11]=32)[CH2:3][CH2:2]1.[OH-].[Li+]. (6) Given the product [Cl:11][C:9]1[CH:8]=[CH:7][C:5]2[N:6]=[C:2]([N:12]3[CH2:16][CH2:15][C@H:14]([OH:17])[CH2:13]3)[S:3][C:4]=2[CH:10]=1, predict the reactants needed to synthesize it. The reactants are: Cl[C:2]1[S:3][C:4]2[CH:10]=[C:9]([Cl:11])[CH:8]=[CH:7][C:5]=2[N:6]=1.[NH:12]1[CH2:16][CH2:15][C@H:14]([OH:17])[CH2:13]1.C(=O)([O-])[O-].[K+].[K+]. (7) Given the product [C:1]([C:3]1[CH:4]=[CH:5][C:6]2[O:10][C:9]([CH:11]([NH:18][C:19]3[CH:27]=[CH:26][C:22]([C:65]([N:64]([CH3:67])[CH2:63][CH2:33][C:34]([O:36][CH2:37][CH3:38])=[O:35])=[O:66])=[CH:21][CH:20]=3)[CH:12]3[CH2:17][CH2:16][CH2:15][CH2:14][CH2:13]3)=[C:8]([CH3:28])[C:7]=2[CH:29]=1)#[N:2], predict the reactants needed to synthesize it. The reactants are: [C:1]([C:3]1[CH:4]=[CH:5][C:6]2[O:10][C:9]([CH:11]([NH:18][C:19]3[CH:27]=[CH:26][C:22](C(O)=O)=[CH:21][CH:20]=3)[CH:12]3[CH2:17][CH2:16][CH2:15][CH2:14][CH2:13]3)=[C:8]([CH3:28])[C:7]=2[CH:29]=1)#[N:2].CNC[CH2:33][C:34]([O:36][CH2:37][CH3:38])=[O:35].O.ON1C2C=CC=CC=2N=N1.Cl.C(N=C=NCCCN(C)C)C.Cl.[CH3:63][N:64]([CH3:67])[CH:65]=[O:66]. (8) Given the product [CH3:17][S:18]([C:21]1[C:22]([C:29]2[CH:34]=[CH:33][CH:32]=[CH:31][CH:30]=2)=[C:23](/[CH:27]=[C:9]2\[C:10](=[O:16])[NH:11][C:12]3[C:8]\2=[C:7]([CH:4]2[CH2:3][CH2:2][NH:1][CH2:6][CH2:5]2)[CH:15]=[CH:14][CH:13]=3)[NH:24][C:25]=1[CH3:26])(=[O:20])=[O:19], predict the reactants needed to synthesize it. The reactants are: [NH:1]1[CH2:6][CH2:5][CH:4]([C:7]2[CH:15]=[CH:14][CH:13]=[C:12]3[C:8]=2[CH2:9][C:10](=[O:16])[NH:11]3)[CH2:3][CH2:2]1.[CH3:17][S:18]([C:21]1[C:22]([C:29]2[CH:34]=[CH:33][CH:32]=[CH:31][CH:30]=2)=[C:23]([CH:27]=O)[NH:24][C:25]=1[CH3:26])(=[O:20])=[O:19].CC1(C)C(C)(C)OB(C2C=CC=C3C=2C=CN3)O1.N1CCCCC1. (9) Given the product [Br:28][C:7]1[C:8](=[O:22])[N:9]([C:13]2[CH:18]=[C:17]([CH2:19][OH:20])[CH:16]=[CH:15][C:14]=2[CH3:21])[C:10]([CH3:12])=[CH:11][C:6]=1[O:5][CH2:4][C:3]1[CH:23]=[CH:24][C:25]([F:27])=[CH:26][C:2]=1[F:1], predict the reactants needed to synthesize it. The reactants are: [F:1][C:2]1[CH:26]=[C:25]([F:27])[CH:24]=[CH:23][C:3]=1[CH2:4][O:5][C:6]1[CH:11]=[C:10]([CH3:12])[N:9]([C:13]2[CH:18]=[C:17]([CH2:19][OH:20])[CH:16]=[CH:15][C:14]=2[CH3:21])[C:8](=[O:22])[CH:7]=1.[Br:28]N1C(=O)CCC1=O. (10) Given the product [C:1]([N:9]1[CH2:10][CH:11]([CH2:13][O:14][C:15]2[C:24]([CH:25]3[CH2:26][CH2:27]3)=[CH:23][C:18]([C:19]([OH:21])=[O:20])=[C:17]([F:28])[CH:16]=2)[CH2:12]1)(=[O:8])[C:2]1[CH:7]=[CH:6][CH:5]=[CH:4][CH:3]=1, predict the reactants needed to synthesize it. The reactants are: [C:1]([N:9]1[CH2:12][CH:11]([CH2:13][O:14][C:15]2[C:24]([CH:25]3[CH2:27][CH2:26]3)=[CH:23][C:18]([C:19]([O:21]C)=[O:20])=[C:17]([F:28])[CH:16]=2)[CH2:10]1)(=[O:8])[C:2]1[CH:7]=[CH:6][CH:5]=[CH:4][CH:3]=1.[OH-].[Li+].